Dataset: Catalyst prediction with 721,799 reactions and 888 catalyst types from USPTO. Task: Predict which catalyst facilitates the given reaction. (1) Reactant: [C:1]1([CH2:7][OH:8])[CH:6]=[CH:5][CH:4]=[CH:3][CH:2]=1.[H-].[Na+].Br[C:12]1[C:13]2[N:14]([CH:19]=[CH:20][N:21]=2)[N:15]=[C:16]([Cl:18])[CH:17]=1.O. Product: [CH2:7]([O:8][C:12]1[C:13]2[N:14]([CH:19]=[CH:20][N:21]=2)[N:15]=[C:16]([Cl:18])[CH:17]=1)[C:1]1[CH:6]=[CH:5][CH:4]=[CH:3][CH:2]=1. The catalyst class is: 1. (2) Reactant: Br[C:2]1[CH:10]=[CH:9][CH:8]=[C:7]2[C:3]=1[CH:4]=[CH:5][NH:6]2.CC1(C)C(C)(C)OB([C:19]2[CH:20]=[C:21]3[C:26](=[CH:27][CH:28]=2)[CH:25]=[C:24]([NH:29][C:30]([C:32]2[CH:36]=[CH:35][S:34][CH:33]=2)=[O:31])[CH:23]=[CH:22]3)O1.C([O-])([O-])=O.[K+].[K+].O1CCOCC1. Product: [NH:6]1[C:7]2[C:3](=[C:2]([C:19]3[CH:20]=[C:21]4[C:26](=[CH:27][CH:28]=3)[CH:25]=[C:24]([NH:29][C:30]([C:32]3[CH:36]=[CH:35][S:34][CH:33]=3)=[O:31])[CH:23]=[CH:22]4)[CH:10]=[CH:9][CH:8]=2)[CH:4]=[CH:5]1. The catalyst class is: 386. (3) Reactant: [CH3:1][O:2][C:3]1[CH:12]=[CH:11][C:10]2[NH:9][C:8](=[O:13])[C:7]3[S:14][CH:15]=[CH:16][C:6]=3[C:5]=2[C:4]=1[C:17]1[CH:22]=[CH:21][C:20]([C@@H:23]([CH3:33])[CH2:24][NH:25]C(=O)OC(C)(C)C)=[CH:19][CH:18]=1. Product: [NH2:25][CH2:24][C@@H:23]([C:20]1[CH:19]=[CH:18][C:17]([C:4]2[C:5]3[C:6]4[CH:16]=[CH:15][S:14][C:7]=4[C:8](=[O:13])[NH:9][C:10]=3[CH:11]=[CH:12][C:3]=2[O:2][CH3:1])=[CH:22][CH:21]=1)[CH3:33]. The catalyst class is: 67. (4) Reactant: C(Cl)CCl.Cl.[CH3:6][C:7]1([CH3:23])[C:16](=[O:17])[NH:15][C:14]2[N:13]=[CH:12][C:11](/[CH:18]=[CH:19]/[C:20]([OH:22])=O)=[CH:10][C:9]=2[CH2:8]1.C1C=CC2N(O)N=NC=2C=1.[CH3:34][NH:35][CH2:36][C:37]1[O:38][C:39]2[CH:46]=[CH:45][CH:44]=[CH:43][C:40]=2[C:41]=1[CH3:42].C(N(C(C)C)C(C)C)C. Product: [CH3:23][C:7]1([CH3:6])[C:16](=[O:17])[NH:15][C:14]2[N:13]=[CH:12][C:11](/[CH:18]=[CH:19]/[C:20]([N:35]([CH3:34])[CH2:36][C:37]3[O:38][C:39]4[CH:46]=[CH:45][CH:44]=[CH:43][C:40]=4[C:41]=3[CH3:42])=[O:22])=[CH:10][C:9]=2[CH2:8]1. The catalyst class is: 18. (5) Reactant: [Mg].Cl[Si](C)(C)C.[F:7][C:8](F)([F:18])[C:9]([C:11]1[CH:16]=[CH:15][CH:14]=[CH:13][C:12]=1[F:17])=[O:10].Cl. Product: [F:18][CH:8]([F:7])[C:9]([C:11]1[CH:16]=[CH:15][CH:14]=[CH:13][C:12]=1[F:17])=[O:10]. The catalyst class is: 220. (6) Reactant: [CH:1]([NH:4][CH2:5][C@H:6]1[CH2:10][CH2:9][CH2:8][NH:7]1)([CH3:3])[CH3:2].C(N(C(C)C)CC)(C)C.[Br:20][C:21]1[CH:22]=[C:23]([C:27]2[C:28](=[O:41])[N:29]([CH3:40])[C:30](Cl)=[N:31][C:32]=2[C:33]2[CH:38]=[CH:37][N:36]=[CH:35][CH:34]=2)[CH:24]=[CH:25][CH:26]=1. Product: [Br:20][C:21]1[CH:22]=[C:23]([C:27]2[C:28](=[O:41])[N:29]([CH3:40])[C:30]([N:7]3[CH2:8][CH2:9][CH2:10][CH:6]3[CH2:5][NH:4][CH:1]([CH3:3])[CH3:2])=[N:31][C:32]=2[C:33]2[CH:38]=[CH:37][N:36]=[CH:35][CH:34]=2)[CH:24]=[CH:25][CH:26]=1. The catalyst class is: 4.